Dataset: Drug-target binding data from BindingDB using IC50 measurements. Task: Regression. Given a target protein amino acid sequence and a drug SMILES string, predict the binding affinity score between them. We predict pIC50 (pIC50 = -log10(IC50 in M); higher means more potent). Dataset: bindingdb_ic50. (1) The compound is Oc1ccccc1-c1nc(NCc2cccnc2)c2ccccc2n1. The pIC50 is 5.0. The target protein sequence is MSSFGRVTARSGDAGTRDSLDRYNRLDVLGEGTYGVVYRAVDKITGQYVALKKVRLDRTEEGIPQTALREVSILQEFDHPNIVNLLDVICSDGKLYLVFEYVEADLKKAIEKQEGGYSGMDLKRLIYQLLDGLYFCHRHRIIHRDLKPANILLTSGNVLKLADFGLARAFQVPMHTYTHEVVTLWYRAPEILLGEKHYTPAVDMWSVGCIFAELTRRKVLFRGDSEIGQLFEIFQVLGTPTDTEGSWPGVSRLPDYRDVFPKWTAKRLGQVLPELHPDAIDLLSKMLKYDPRERISAKEALQHPWFSDLRW. (2) The pIC50 is 5.0. The compound is CCCCCCCCCCNCC(P(=O)(O)O)P(=O)(O)O. The target protein sequence is MLKTGLCRRAAATTTITSTVPSNLLTEDGRPFAMVAREVRMMQQNMAGLVSNSNNAVLNHIAKYVFSVSGKMLRPTLVAMMAHALLPPHVSEQIRAESIGSIDDISSGAIRPFLRLGEITELLHTATLVHDDVMDNSNTRRGQPTVHCLYDTKRAVLAGDFLLARASIWIAALGHSRVVLLMSTALEDLAAGEMMQMDGCFDIESYEQKSYCKTASLIANSLASTAVLAGLPNTAYEEAAAKFGKHLGIAFQIVDDCLDITGDDKNLGKPKMADMAEGIATLPVLLAAREETRVYEAVRRRFKNPGDTEMCMEAVERHGCVAEALEHAGEHCRRGVEALHALHTSPARDCLEAAMGLILTRQV. (3) The small molecule is O=P(O)(O)C(O)(Cn1cnc(-c2ccccc2)c1)P(=O)(O)O. The target protein sequence is MSARLNNLLQHIAVKDKDSDTMRHLKQRMALASLANQFTVGKDHLKQLMLYMVHQMIEGLEGRESTLRMLPSYVYKTDPSKATGVFYALDLGGTNFRVLRVTCKEGRVADRVDAKFVIPQQALQGTAEDLFGFIAQSVKKMMEQKAPEDLNRTVPLGFTFSFPTEQKGVDHGFLIKWTKGFSTRGVEGKDVVELLQKALKRMEVKVKVVALCNDTVGTLITNYFFDPDTQVGVIIGTGSNACYFEDAYAVTKEPSVAARGTTQTPINMECGNFDSKYKFVLPVTAYDEAMDAVTPNRNFQTQEKMVSGMYLGEISRRMIAHLAELHCLPSALASKMAKPWSFETKFMGMISADRMPGLQFTRQVFQELFQVDVTDVADLHVIRDVCCLVRGRAAQISAMFCSAPLVKTRKEGRATVAIDGSVFEKTPSFRRLLQQNMNAILGPGCDVTTALARDGSGIGAAFISALVVNDK. The pIC50 is 5.7. (4) The drug is C[C@H](NC(=O)[C@@H](C)NC(=O)N1CCN(C(=O)OCc2ccccc2)CC1)C(=O)NN(CC(N)=O)C(=O)C=CC(=O)N(C)Cc1cccc2ccccc12. The target protein sequence is MLSLRSILSLLALASLFLVASGTSVPTSKSQASADAKLWALLVAGSNGYYNYRHQADICHAYHVLHNHGIPDERIVVMMYDDIAHDPSNPTPGIIINHLNGSNVYAGVPKDYTGDLVTPKNFLSILQGKKIKGGSGKVIASGPNDHVFVFFADHGAPGLIAFPNDDLQATNLSRVIKRMHKQKKFGKLVFYVEACESGSMFENLLPDDINVYATTAANSDESSYACYYDDLRQTYLGDVYSVNWMEDSDREDLHKETLLKQFKIVRSETNTSHVMEFGDLKIANLKVSEFQGAKSTPPIVLPKAPLDAVDSRDVPIAIVRKKLQKATDPQIKLSLKHELDQMLRNRAFLKEKMVEIVSFVALGDAEKTEQLLKAKIPLRDHTCYEQAVRYFDTTCFELSANPHALAHLRLLVNMCEEKISVSEIREAMDNVCTHPTVIGIV. The pIC50 is 9.3. (5) The small molecule is O=C(O)CCc1ccc(Sc2ccc([N+](=O)[O-])c3nonc23)cc1. The target protein (P28161) has sequence MPMTLGYWNIRGLAHSIRLLLEYTDSSYEEKKYTMGDAPDYDRSQWLNEKFKLGLDFPNLPYLIDGTHKITQSNAILRYIARKHNLCGESEKEQIREDILENQFMDSRMQLAKLCYDPDFEKLKPEYLQALPEMLKLYSQFLGKQPWFLGDKITFVDFIAYDVLERNQVFEPSCLDAFPNLKDFISRFEGLEKISAYMKSSRFLPRPVFTKMAVWGNK. The pIC50 is 7.7. (6) The compound is CCn1cc(Nc2ncnc3[nH]cc(C(=O)c4c(F)ccc(NS(=O)(=O)c5ccc(C(F)(F)F)cc5)c4F)c23)cn1. The target protein (P05177) has sequence MALSQSVPFSATELLLASAIFCLVFWVLKGLRPRVPKGLKSPPEPWGWPLLGHVLTLGKNPHLALSRMSQRYGDVLQIRIGSTPVLVLSRLDTIRQALVRQGDDFKGRPDLYTSTLITDGQSLTFSTDSGPVWAARRRLAQNALNTFSIASDPASSSSCYLEEHVSKEAKALISRLQELMAGPGHFDPYNQVVVSVANVIGAMCFGQHFPESSDEMLSLVKNTHEFVETASSGNPLDFFPILRYLPNPALQRFKAFNQRFLWFLQKTVQEHYQDFDKNSVRDITGALFKHSKKGPRASGNLIPQEKIVNLVNDIFGAGFDTVTTAISWSLMYLVTKPEIQRKIQKELDTVIGRERRPRLSDRPQLPYLEAFILETFRHSSFLPFTIPHSTTRDTTLNGFYIPKKCCVFVNQWQVNHDPELWEDPSEFRPERFLTADGTAINKPLSEKMMLFGMGKRRCIGEVLAKWEIFLFLAILLQQLEFSVPPGVKVDLTPIYGLTMK.... The pIC50 is 5.0.